Dataset: Full USPTO retrosynthesis dataset with 1.9M reactions from patents (1976-2016). Task: Predict the reactants needed to synthesize the given product. (1) Given the product [CH3:1][C:2]1([CH3:32])[C:10]2[CH:9]=[N:8][C:7]([NH:11][CH:12]3[CH2:17][CH2:16][O:15][CH2:14][CH2:13]3)=[N:6][C:5]=2[CH2:4][NH:3]1, predict the reactants needed to synthesize it. The reactants are: [CH3:1][C:2]1([CH3:32])[C:10]2[CH:9]=[N:8][C:7]([NH:11][CH:12]3[CH2:17][CH2:16][O:15][CH2:14][CH2:13]3)=[N:6][C:5]=2[CH:4](C(OC)=O)[N:3]1C(OCC1C=CC=CC=1)=O. (2) Given the product [Br:1][C:2]1[C:3]([N:37]2[CH2:36][CH2:35][CH:34]([N:30]3[CH2:29][CH2:28][C:27]4[CH:40]=[C:23]([O:22][CH3:21])[CH:24]=[CH:25][C:26]=4[NH:32][C:31]3=[O:33])[CH2:39][CH2:38]2)=[CH:4][C:5]([C:8]([N:10]2[C:18]3[C:13](=[CH:14][C:15]([F:19])=[CH:16][CH:17]=3)[CH2:12][CH2:11]2)=[O:9])=[N:6][CH:7]=1, predict the reactants needed to synthesize it. The reactants are: [Br:1][C:2]1[C:3](Cl)=[CH:4][C:5]([C:8]([N:10]2[C:18]3[C:13](=[CH:14][C:15]([F:19])=[CH:16][CH:17]=3)[CH2:12][CH2:11]2)=[O:9])=[N:6][CH:7]=1.[CH3:21][O:22][C:23]1[CH:24]=[CH:25][C:26]2[NH:32][C:31](=[O:33])[N:30]([CH:34]3[CH2:39][CH2:38][NH:37][CH2:36][CH2:35]3)[CH2:29][CH2:28][C:27]=2[CH:40]=1.C(=O)([O-])[O-].[K+].[K+].CN1C(=O)CCC1. (3) Given the product [F:1][C:2]([F:25])([C:18]1[CH:23]=[CH:22][C:21]([F:24])=[CH:20][N:19]=1)[C:3]1[N:12]=[C:11]([NH:46][C:43]2[CH:42]=[C:41]([CH3:40])[NH:45][N:44]=2)[C:10]2[C:5](=[C:6]([S:14]([CH3:17])(=[O:16])=[O:15])[CH:7]=[CH:8][CH:9]=2)[N:4]=1, predict the reactants needed to synthesize it. The reactants are: [F:1][C:2]([F:25])([C:18]1[CH:23]=[CH:22][C:21]([F:24])=[CH:20][N:19]=1)[C:3]1[N:12]=[C:11](O)[C:10]2[C:5](=[C:6]([S:14]([CH3:17])(=[O:16])=[O:15])[CH:7]=[CH:8][CH:9]=2)[N:4]=1.P(Br)(Br)(Br)=O.CCN(C(C)C)C(C)C.[CH3:40][C:41]1[NH:45][N:44]=[C:43]([NH2:46])[CH:42]=1. (4) Given the product [ClH:10].[ClH:10].[Cl:10][C:11]1[CH:16]=[CH:15][C:14]([O:17][C:2]2[CH:9]=[CH:8][CH:7]=[CH:6][C:3]=2[CH:4]=[CH:31][C:32]2=[N:38][CH2:37][CH2:36][N:35]([CH3:39])[C:34]3[CH:40]=[C:41]([F:44])[CH:42]=[CH:43][C:33]2=3)=[CH:13][CH:12]=1, predict the reactants needed to synthesize it. The reactants are: F[C:2]1[CH:9]=[CH:8][CH:7]=[CH:6][C:3]=1[CH:4]=O.[Cl:10][C:11]1[CH:16]=[CH:15][C:14]([OH:17])=[CH:13][CH:12]=1.C(=O)([O-])O.[Na+].C(OP([CH:31]=[C:32]1[NH:38][CH2:37][CH2:36][N:35]([CH3:39])[C:34]2[CH:40]=[C:41]([F:44])[CH:42]=[CH:43][C:33]1=2)(=O)OCC)C.[H-].[Na+].